This data is from Reaction yield outcomes from USPTO patents with 853,638 reactions. The task is: Predict the reaction yield, written as a fraction of the theoretical maximum amount of product (1.0 means a 100% yield; for example, 0.34 means a 34% yield). No catalyst specified. The reactants are Cl.[Cl:2][C:3]1[CH:8]=[CH:7][CH:6]=[C:5]([Cl:9])[C:4]=1[CH2:10][C:11]([OH:13])=O.[CH2:14]([C@H:21]1[CH2:25][NH:24][C@H:23]([C:26]([NH:28][C:29]2[CH:34]=[CH:33][C:32]([O:35][C:36]3[CH:41]=[CH:40][C:39]([F:42])=[CH:38][CH:37]=3)=[CH:31][CH:30]=2)=[O:27])[CH2:22]1)[C:15]1[CH:20]=[CH:19][CH:18]=[CH:17][CH:16]=1. The product is [CH2:14]([C@H:21]1[CH2:25][N:24]([C:11](=[O:13])[CH2:10][C:4]2[C:5]([Cl:9])=[CH:6][CH:7]=[CH:8][C:3]=2[Cl:2])[C@H:23]([C:26]([NH:28][C:29]2[CH:34]=[CH:33][C:32]([O:35][C:36]3[CH:37]=[CH:38][C:39]([F:42])=[CH:40][CH:41]=3)=[CH:31][CH:30]=2)=[O:27])[CH2:22]1)[C:15]1[CH:16]=[CH:17][CH:18]=[CH:19][CH:20]=1. The yield is 0.349.